From a dataset of Kir2.1 potassium channel HTS with 301,493 compounds. Binary Classification. Given a drug SMILES string, predict its activity (active/inactive) in a high-throughput screening assay against a specified biological target. (1) The drug is S(=O)(=O)(N(c1ccc(OC(=O)c2c(noc2C)CC)cc1)C)c1cc(c(cc1)C)C. The result is 0 (inactive). (2) The molecule is Fc1ccc(N2CCN(CC2)C(=O)C(=O)c2c3c([nH]c2)cccc3)cc1. The result is 0 (inactive).